From a dataset of B-cell epitopes from IEDB database with 3,159 antigens for binding position prediction. Token-level Classification. Given an antigen amino acid sequence, predict which amino acid positions are active epitope sites capable of antibody binding. Output is a list of indices for active positions. (1) Given the antigen sequence: MELNHFELLYKTNKQKPMGVEEPVYDATGRPLFGDPSEVHPQSTLKLPHDRGRGNIKTTLKNLPRKGDCRSGNHLGPVSGIYVKPGPVFYQDYMGPVYHRAPLEFFDEVQFCEVTKRIGRVTGSDGKLYHTYVCIDGCILLKLAKRGEPRTLKWIRNFTDCPLWVTSCSDDGASGSKEKKPDRINKGKLKIAPKEHEKDSRTRPPDATIVVEGVKYQVKKKGKVKGKNTQDGLYHNKNKPPESRKKLEKALLAWAVIAIMLYQPVEAENITQWNLSDNGTNGIQHAMYLRGVNRSLHGIWPGKICKGVPTHLATDVELKEIQGMMDASEGTNYTCCKLQRHEWNKHGWCNWHNIDPWIQLMNRTQADLAEGPPVKECAVTCRYDKDADINVVTQARNRPTTLTGCKKGKNFSFAGTVIESPCNFNVSVEDTLYGDHECGSLLQDAALYLVDGMTNTIENARQGAARVTSWLGRQLSTAGKRLEGRSKTWFGAYALSPYCN..., which amino acid positions are active epitope sites? The epitope positions are: [772, 773, 774, 775, 776, 777, 778, 779]. The amino acids at these positions are: FDGTNPST. (2) Given the antigen sequence: SRCTHLENRDFVTGTQGTTRVTLVLELGGCVTITAEGKPSMDVWLDAIYQEGPAKTREYCLHAKLSDTKVAARCPTMGPATLAEEHQGGTVCKRDQSDRGWGNHCGLFGKGSIVACVKAACEAKKKATGHVYDANKIVYTVKVEPHTGDYVAANETHSGRKTASFTVSSEKTILTMGEYGDVSLLCRVASGVDLAQTVILKLDKTVEHLPTAWQVHRDWFNDLALPWKHEGAQNWNNAERLVELGAPHAVKMDVYNLGDQTGVLLKALAGVPVAHIEGTKYHLKSGHVTCEVGLEKLKMKGLTYTMCDKTKFTWKRAPTDSGHDTVVMEVTFSGTKPCRIPVRAVAHGSPDVNVAMLITPNPTIENNGGGFIEMQLPPGDNIIYVGELSHQWFQKGSSIGRVFQKTKKGIERLTVIGEHAWDFGSAGGFLGSIGKAVHTVLGGAFNSIFGGVGFLPKLLLGVALAWLGLNMRNPTMSMSFLLAGGLVLAMTLGVGA, which amino acid positions are active epitope sites? The epitope positions are: [0, 1, 2, 3, 4, 5, 6, 7, 8, 9, 10, 11, 12, 13, 14, 15, 16, 17, 18, 19... (22 total positions)]. The amino acids at these positions are: SRCTHLENRDFVTGTQGTTRVT.